This data is from Full USPTO retrosynthesis dataset with 1.9M reactions from patents (1976-2016). The task is: Predict the reactants needed to synthesize the given product. Given the product [C:34]([O:33][C:31](=[O:32])[NH:1][C:2]1[CH:7]=[C:6]([N:8]2[CH2:12][CH2:11][CH2:10][S:9]2(=[O:14])=[O:13])[CH:5]=[CH:4][C:3]=1[C:15]([N:17]1[CH2:22][CH2:21][N:20]([C:23]2[CH:28]=[CH:27][C:26]([CH3:29])=[CH:25][C:24]=2[CH3:30])[CH2:19][CH2:18]1)=[O:16])([CH3:37])([CH3:36])[CH3:35], predict the reactants needed to synthesize it. The reactants are: [NH2:1][C:2]1[CH:7]=[C:6]([N:8]2[CH2:12][CH2:11][CH2:10][S:9]2(=[O:14])=[O:13])[CH:5]=[CH:4][C:3]=1[C:15]([N:17]1[CH2:22][CH2:21][N:20]([C:23]2[CH:28]=[CH:27][C:26]([CH3:29])=[CH:25][C:24]=2[CH3:30])[CH2:19][CH2:18]1)=[O:16].[C:31](O[C:31]([O:33][C:34]([CH3:37])([CH3:36])[CH3:35])=[O:32])([O:33][C:34]([CH3:37])([CH3:36])[CH3:35])=[O:32].